Dataset: Acute oral toxicity (LD50) regression data from Zhu et al.. Task: Regression/Classification. Given a drug SMILES string, predict its toxicity properties. Task type varies by dataset: regression for continuous values (e.g., LD50, hERG inhibition percentage) or binary classification for toxic/non-toxic outcomes (e.g., AMES mutagenicity, cardiotoxicity, hepatotoxicity). Dataset: ld50_zhu. The compound is CC(=O)CC(=O)Nc1ccc(Cl)cc1C. The rat oral LD50 is 1.81, given as -log10 of the dose in mol/kg body weight (higher means more acutely toxic).